The task is: Predict which catalyst facilitates the given reaction.. This data is from Catalyst prediction with 721,799 reactions and 888 catalyst types from USPTO. (1) Reactant: [CH:1]([N:4]([CH2:8][CH3:9])[CH:5]([CH3:7])C)([CH3:3])C.Cl.[CH3:11][O:12][C:13](=[O:17])[CH:14]([CH3:16])[NH2:15].Cl.ClCCN1CCCC1.[I-].[K+]. Product: [N:4]1([CH2:1][CH2:3][NH:15][CH:14]([CH3:16])[C:13]([O:12][CH3:11])=[O:17])[CH2:5][CH2:7][CH2:9][CH2:8]1. The catalyst class is: 3. (2) Reactant: [CH3:1][NH:2][C:3]1[CH:8]=[CH:7][CH:6]=[CH:5][C:4]=1[OH:9].C([O-])([O-])=O.[K+].[K+].Br[CH:17](Br)[CH3:18]. Product: [CH3:1][N:2]1[C:3]2[CH:8]=[CH:7][CH:6]=[CH:5][C:4]=2[O:9][CH2:18][CH2:17]1. The catalyst class is: 95.